From a dataset of Forward reaction prediction with 1.9M reactions from USPTO patents (1976-2016). Predict the product of the given reaction. (1) Given the reactants [CH3:1][C:2]1[CH:7]=[C:6]([N+:8]([O-:10])=[O:9])[C:5]([CH3:11])=[CH:4][C:3]=1[C:12](=[O:14])[CH3:13].CO.[Br:17]Br, predict the reaction product. The product is: [Br:17][CH2:13][C:12]([C:3]1[CH:4]=[C:5]([CH3:11])[C:6]([N+:8]([O-:10])=[O:9])=[CH:7][C:2]=1[CH3:1])=[O:14]. (2) Given the reactants [CH2:1]([N:3]([CH2:15][CH3:16])[C:4]1[O:5][CH2:6][C:7](=[O:14])[C:8]=1[C:9]([O:11][CH2:12][CH3:13])=[O:10])[CH3:2].[NH:17]1[C:25]2[C:20](=[CH:21][CH:22]=[CH:23][N:24]=2)[C:19]([CH:26]=O)=[CH:18]1.[ClH:28], predict the reaction product. The product is: [ClH:28].[NH:17]1[C:25]2=[N:24][CH:23]=[CH:22][CH:21]=[C:20]2[C:19]([CH:26]=[C:6]2[O:5][C:4]([N:3]([CH2:1][CH3:2])[CH2:15][CH3:16])=[C:8]([C:9]([O:11][CH2:12][CH3:13])=[O:10])[C:7]2=[O:14])=[CH:18]1. (3) Given the reactants [CH2:1]([O:3][C:4]([C:6]1[C:7]([NH2:26])=[C:8](C(OC(C)(C)C)=O)[N:9]([C:11]2[CH:16]=[CH:15][C:14]([Cl:17])=[C:13]([F:18])[CH:12]=2)[CH:10]=1)=[O:5])[CH3:2].[CH2:27]([N:29]=[C:30]=[O:31])[CH3:28], predict the reaction product. The product is: [CH2:1]([O:3][C:4]([C:6]1[C:7]([NH:26][C:30]([NH:29][CH2:27][CH3:28])=[O:31])=[CH:8][N:9]([C:11]2[CH:16]=[CH:15][C:14]([Cl:17])=[C:13]([F:18])[CH:12]=2)[CH:10]=1)=[O:5])[CH3:2].